Regression/Classification. Given a drug SMILES string, predict its absorption, distribution, metabolism, or excretion properties. Task type varies by dataset: regression for continuous measurements (e.g., permeability, clearance, half-life) or binary classification for categorical outcomes (e.g., BBB penetration, CYP inhibition). Dataset: cyp1a2_veith. From a dataset of CYP1A2 inhibition data for predicting drug metabolism from PubChem BioAssay. The compound is CCC(=O)NC(NCC1CCCO1)C(Cl)(Cl)Cl. The result is 0 (non-inhibitor).